From a dataset of Hepatocyte clearance measurements from AstraZeneca. Regression/Classification. Given a drug SMILES string, predict its absorption, distribution, metabolism, or excretion properties. Task type varies by dataset: regression for continuous measurements (e.g., permeability, clearance, half-life) or binary classification for categorical outcomes (e.g., BBB penetration, CYP inhibition). For this dataset (clearance_hepatocyte_az), we predict log10(clearance) (log10 of the in vitro intrinsic clearance, CLint, in uL/min per 10^6 hepatocytes; values are censored to the assay range of 3 to 150, which is 0.477 to 2.18 on this log10 scale). (1) The drug is CS(=O)(=O)N1CCc2c(-c3cnc(N)nc3)nc(N3CCOCC3)nc21. The log10(clearance) is 0.480. (2) The molecule is Cc1ccc2[nH]c(C(=O)O)nc2c1. The log10(clearance) is 0.990. (3) The compound is C[C@]12CC[C@H]3[C@@H](C=CC4=CC(=O)CC[C@@]43C)[C@@H]1CC[C@@]21CCC(=O)O1. The log10(clearance) is 1.66.